Dataset: Forward reaction prediction with 1.9M reactions from USPTO patents (1976-2016). Task: Predict the product of the given reaction. The product is: [CH:16]1[N:15]=[C:14]([CH:10]2[CH2:11][CH2:12][CH2:13][N:8]([C:30]3[N:35]=[C:34]([NH2:36])[C:33]([N+:37]([O-:39])=[O:38])=[CH:32][CH:31]=3)[CH2:9]2)[N:18]2[CH2:19][CH2:20][CH2:21][C:17]=12. Given the reactants FC(F)(F)C(O)=O.[NH:8]1[CH2:13][CH2:12][CH2:11][CH:10]([C:14]2[N:18]3[CH2:19][CH2:20][CH2:21][C:17]3=[CH:16][N:15]=2)[CH2:9]1.C(N(CC)CC)C.Cl[C:30]1[N:35]=[C:34]([NH2:36])[C:33]([N+:37]([O-:39])=[O:38])=[CH:32][CH:31]=1, predict the reaction product.